This data is from Full USPTO retrosynthesis dataset with 1.9M reactions from patents (1976-2016). The task is: Predict the reactants needed to synthesize the given product. Given the product [Cl:1][C:2]1[CH:3]=[N+:4]([O-:34])[CH:5]=[C:6]([Cl:33])[C:7]=1[CH2:8][C@@H:9]([C:18]1[CH:23]=[CH:22][C:21]([O:24][CH:25]([F:27])[F:26])=[C:20]([O:28][CH2:29][CH:30]2[CH2:32][CH2:31]2)[CH:19]=1)[O:10][C:11]([CH:13]1[N:17]([CH2:42][C:43](=[O:44])[C:45]2[S:46][CH:47]=[CH:48][CH:49]=2)[CH2:16][CH2:15][S:14]1)=[O:12], predict the reactants needed to synthesize it. The reactants are: [Cl:1][C:2]1[CH:3]=[N+:4]([O-:34])[CH:5]=[C:6]([Cl:33])[C:7]=1[CH2:8][C@@H:9]([C:18]1[CH:23]=[CH:22][C:21]([O:24][CH:25]([F:27])[F:26])=[C:20]([O:28][CH2:29][CH:30]2[CH2:32][CH2:31]2)[CH:19]=1)[O:10][C:11]([CH:13]1[NH:17][CH2:16][CH2:15][S:14]1)=[O:12].C([O-])([O-])=O.[K+].[K+].Br[CH2:42][C:43]([C:45]1[S:46][CH:47]=[CH:48][CH:49]=1)=[O:44].